Dataset: Forward reaction prediction with 1.9M reactions from USPTO patents (1976-2016). Task: Predict the product of the given reaction. (1) Given the reactants C(O[C:6](=O)[N:7](C)[C@H:8]([C:10](=[O:39])[NH:11][C@H:12]([C:16]([N:18]1[C:22]2=[N:23][CH:24]=[CH:25][CH:26]=[C:21]2[CH2:20][C@H:19]1[CH2:27][NH:28][C:29]1[CH:38]=[CH:37][C:36]2[C:31](=[CH:32][CH:33]=[CH:34][CH:35]=2)[CH:30]=1)=[O:17])[CH:13]([CH3:15])[CH3:14])[CH3:9])(C)(C)C.[ClH:42], predict the reaction product. The product is: [ClH:42].[CH3:6][NH:7][C@@H:8]([CH3:9])[C:10]([NH:11][C@H:12]([C:16]([N:18]1[C:22]2=[N:23][CH:24]=[CH:25][CH:26]=[C:21]2[CH2:20][C@H:19]1[CH2:27][NH:28][C:29]1[CH:38]=[CH:37][C:36]2[C:31](=[CH:32][CH:33]=[CH:34][CH:35]=2)[CH:30]=1)=[O:17])[CH:13]([CH3:15])[CH3:14])=[O:39]. (2) Given the reactants [CH3:1][O:2][C:3](=[O:44])[CH2:4][NH:5][C:6](=[O:43])[CH2:7][NH:8][C:9](=[O:42])[C@H:10]([CH:39]([CH3:41])[CH3:40])[NH:11][C:12](=[O:38])[C@H:13]([CH:35]([CH3:37])[CH3:36])[NH:14][C:15](=[O:34])[C@H:16]([CH2:25][O:26][CH2:27][C:28]1[CH:33]=[CH:32][CH:31]=[CH:30][CH:29]=1)[NH:17]C(OC(C)(C)C)=O.[C:45]([OH:51])([C:47]([F:50])([F:49])[F:48])=[O:46], predict the reaction product. The product is: [F:48][C:47]([F:50])([F:49])[C:45]([OH:51])=[O:46].[CH3:1][O:2][C:3](=[O:44])[CH2:4][NH:5][C:6](=[O:43])[CH2:7][NH:8][C:9](=[O:42])[C@H:10]([CH:39]([CH3:40])[CH3:41])[NH:11][C:12](=[O:38])[C@H:13]([CH:35]([CH3:37])[CH3:36])[NH:14][C:15](=[O:34])[C@H:16]([CH2:25][O:26][CH2:27][C:28]1[CH:33]=[CH:32][CH:31]=[CH:30][CH:29]=1)[NH2:17]. (3) Given the reactants [F:1][C:2]1[CH:10]=[CH:9][C:5]([C:6]([OH:8])=[O:7])=[CH:4][C:3]=1[OH:11].[I-].[K+].Br[CH2:15][CH:16]1[CH2:18][CH2:17]1.C(=O)([O-])[O-].[K+].[K+].[OH-].[Na+].Cl, predict the reaction product. The product is: [CH:16]1([CH2:15][O:11][C:3]2[CH:4]=[C:5]([CH:9]=[CH:10][C:2]=2[F:1])[C:6]([OH:8])=[O:7])[CH2:18][CH2:17]1.